Dataset: Full USPTO retrosynthesis dataset with 1.9M reactions from patents (1976-2016). Task: Predict the reactants needed to synthesize the given product. (1) Given the product [F:1][C:2]([F:7])([F:6])[C:3]([OH:5])=[O:4].[CH:8]1([CH:13]([N:19]2[CH:23]=[C:22]([C:24]3[C:25]4[CH:32]=[CH:31][NH:30][C:26]=4[N:27]=[CH:28][N:29]=3)[CH:21]=[N:20]2)[CH2:14][CH2:15][CH:16]([F:17])[F:18])[CH2:12][CH2:11][CH2:10][CH2:9]1, predict the reactants needed to synthesize it. The reactants are: [F:1][C:2]([F:7])([F:6])[C:3]([OH:5])=[O:4].[CH:8]1([CH:13]([N:19]2[CH:23]=[C:22]([C:24]3[C:25]4[CH:32]=[CH:31][NH:30][C:26]=4[N:27]=[CH:28][N:29]=3)[CH:21]=[N:20]2)[CH2:14][CH:15]=[C:16]([F:18])[F:17])[CH2:12][CH2:11][CH2:10][CH2:9]1. (2) Given the product [Br:1][C:13]1[C:14]2[O:18][C:17]([CH:19]=[O:20])=[CH:16][C:15]=2[C:10](=[O:9])[NH:11][CH:12]=1, predict the reactants needed to synthesize it. The reactants are: [Br:1]N1C(=O)CCC1=O.[O:9]=[C:10]1[C:15]2[CH:16]=[C:17]([CH:19]=[O:20])[O:18][C:14]=2[CH:13]=[CH:12][NH:11]1. (3) The reactants are: Br[C:2]1[CH:7]=[N:6][CH:5]=[C:4]2[NH:8][CH:9]=[CH:10][C:3]=12.[CH3:11][N:12]1C(=O)CCC1. Given the product [NH:8]1[C:4]2[CH:5]=[N:6][CH:7]=[C:2]([C:11]#[N:12])[C:3]=2[CH:10]=[CH:9]1, predict the reactants needed to synthesize it. (4) Given the product [CH:14]([C:13]1[N:12]=[CH:11][NH:10][C:9]=1[C:8]([O:7][CH3:5])=[O:18])=[O:15], predict the reactants needed to synthesize it. The reactants are: C(O)(=O)C.[CH2:5]([O:7][CH:8]([O:18]CC)[C:9]1[N:10]=[CH:11][NH:12][C:13]=1[C:14](OC)=[O:15])C.C1(C)C=CC=CC=1. (5) Given the product [CH3:1][C:2]1[C:3](=[O:9])[CH2:4][CH2:5][CH2:6][C:7]=1[NH:10][C:11]1[CH:12]=[C:13]([CH:17]=[CH:18][C:19]=1[C:20]([F:21])([F:22])[F:23])[C:14]([OH:16])=[O:15].[CH3:6][CH2:7][OH:8].[CH3:13][CH2:14][O:15][C:7]([CH3:2])=[O:8], predict the reactants needed to synthesize it. The reactants are: [CH3:1][CH:2]1[C:7](=[O:8])[CH2:6][CH2:5][CH2:4][C:3]1=[O:9].[NH2:10][C:11]1[CH:12]=[C:13]([CH:17]=[CH:18][C:19]=1[C:20]([F:23])([F:22])[F:21])[C:14]([OH:16])=[O:15]. (6) Given the product [Br:8][C:17]1[C:18]2[C:19](=[N:20][CH:21]=[C:22]([C:24]3[CH:25]=[C:26]([CH:30]=[CH:31][CH:32]=3)[C:27]([OH:29])=[O:28])[CH:23]=2)[O:33][C:16]=1[C:13]1[CH:12]=[CH:11][C:10]([F:9])=[CH:15][CH:14]=1, predict the reactants needed to synthesize it. The reactants are: C1C(=O)N([Br:8])C(=O)C1.[F:9][C:10]1[CH:15]=[CH:14][C:13]([C:16]2[O:33][C:19]3=[N:20][CH:21]=[C:22]([C:24]4[CH:25]=[C:26]([CH:30]=[CH:31][CH:32]=4)[C:27]([OH:29])=[O:28])[CH:23]=[C:18]3[CH:17]=2)=[CH:12][CH:11]=1.CN(C=O)C. (7) Given the product [OH:7][C:8]1[CH:9]=[C:10]([CH:13]=[CH:14][C:15]=1[O:16][CH2:2][CH2:3][CH2:4][O:5][CH3:6])[CH:11]=[O:12], predict the reactants needed to synthesize it. The reactants are: Br[CH2:2][CH2:3][CH2:4][O:5][CH3:6].[OH:7][C:8]1[CH:9]=[C:10]([CH:13]=[CH:14][C:15]=1[OH:16])[CH:11]=[O:12].C(=O)([O-])[O-].[Na+].[Na+].Cl. (8) Given the product [OH:1][CH:2]1[CH2:7][CH2:6][N:5]([C:8]2[CH:13]=[CH:12][C:11]([N:14]3[CH2:18][C@H:17]([CH2:19][NH:20][C:21](=[O:23])[CH3:22])[O:16][C:15]3=[O:24])=[CH:10][C:9]=2[F:25])[CH2:4][C:3]1([CH3:27])[CH3:26], predict the reactants needed to synthesize it. The reactants are: [O:1]=[C:2]1[CH2:7][CH2:6][N:5]([C:8]2[CH:13]=[CH:12][C:11]([N:14]3[CH2:18][C@H:17]([CH2:19][NH:20][C:21](=[O:23])[CH3:22])[O:16][C:15]3=[O:24])=[CH:10][C:9]=2[F:25])[CH2:4][C:3]1([CH3:27])[CH3:26].[BH4-].[Na+]. (9) Given the product [O:1]1[C:5]2[CH:6]=[CH:7][C:8]([C:10]3([C:13]([NH:30][C:26]4[N:25]=[C:24]([CH:22]([O:21][C:20]5[CH:31]=[CH:32][C:17]([Cl:16])=[CH:18][CH:19]=5)[CH3:23])[CH:29]=[CH:28][N:27]=4)=[O:14])[CH2:12][CH2:11]3)=[CH:9][C:4]=2[O:3][CH2:2]1, predict the reactants needed to synthesize it. The reactants are: [O:1]1[C:5]2[CH:6]=[CH:7][C:8]([C:10]3([C:13](Cl)=[O:14])[CH2:12][CH2:11]3)=[CH:9][C:4]=2[O:3][CH2:2]1.[Cl:16][C:17]1[CH:32]=[CH:31][C:20]([O:21][CH:22]([C:24]2[CH:29]=[CH:28][N:27]=[C:26]([NH2:30])[N:25]=2)[CH3:23])=[CH:19][CH:18]=1. (10) Given the product [O:26]1[CH:2]=[CH:3][C:4]([C:9]2[N:13]3[C:14]4[N:22]=[C:21]([O:23][CH3:24])[CH:20]=[CH:19][C:15]=4[N:16]=[C:17]([CH3:18])[C:12]3=[C:11]([CH3:25])[N:10]=2)=[CH:5]1, predict the reactants needed to synthesize it. The reactants are: Cl[C:2]1[CH:3]=[C:4]([C:9]2[N:13]3[C:14]4[N:22]=[C:21]([O:23][CH3:24])[CH:20]=[CH:19][C:15]=4[N:16]=[C:17]([CH3:18])[C:12]3=[C:11]([CH3:25])[N:10]=2)[CH:5]=C(Cl)C=1.[O:26]1C=CC(B(O)O)=C1.C([O-])([O-])=O.[K+].[K+].